Dataset: Catalyst prediction with 721,799 reactions and 888 catalyst types from USPTO. Task: Predict which catalyst facilitates the given reaction. (1) Reactant: [CH3:1][O:2][C:3](=[O:19])[CH2:4][C@H:5]([OH:18])[C@H:6]([NH:10][C:11]([O:13][C:14]([CH3:17])([CH3:16])[CH3:15])=[O:12])[CH:7]([CH3:9])[CH3:8].N1C=CN=C1.[Si:25](Cl)([C:28]([CH3:31])([CH3:30])[CH3:29])([CH3:27])[CH3:26]. Product: [CH3:1][O:2][C:3](=[O:19])[CH2:4][C@H:5]([O:18][Si:25]([C:28]([CH3:31])([CH3:30])[CH3:29])([CH3:27])[CH3:26])[C@H:6]([NH:10][C:11]([O:13][C:14]([CH3:17])([CH3:16])[CH3:15])=[O:12])[CH:7]([CH3:9])[CH3:8]. The catalyst class is: 215. (2) Reactant: C[O:2][C:3]([C:5]1[CH:6]=[C:7]([NH:10][C:11]2[C:20]3[C:15](=[CH:16][CH:17]=[CH:18][CH:19]=3)[N:14]=[C:13]([C:21]3[CH:26]=[CH:25][CH:24]=[CH:23][CH:22]=3)[N:12]=2)[NH:8][N:9]=1)=O.[BH4-].[Li+].Cl.C(=O)([O-])O.[Na+]. Product: [OH:2][CH2:3][C:5]1[CH:6]=[C:7]([NH:10][C:11]2[C:20]3[C:15](=[CH:16][CH:17]=[CH:18][CH:19]=3)[N:14]=[C:13]([C:21]3[CH:26]=[CH:25][CH:24]=[CH:23][CH:22]=3)[N:12]=2)[NH:8][N:9]=1. The catalyst class is: 56. (3) Reactant: C([O:3][C:4](=[O:14])[C:5]([C:7]1[CH:11]=[C:10]([Br:12])[S:9][C:8]=1[Br:13])=[O:6])C.Cl. Product: [Br:13][C:8]1[S:9][C:10]([Br:12])=[CH:11][C:7]=1[C:5](=[O:6])[C:4]([OH:14])=[O:3]. The catalyst class is: 95. (4) Reactant: [F:1][C:2]1[CH:7]=[CH:6][CH:5]=[C:4]([F:8])[C:3]=1[N:9]1[C:14]2[N:15]=[C:16]([S:29][CH3:30])[N:17]=[C:18]([C:19]3[CH:20]=[C:21]([CH:25]=[CH:26][C:27]=3[CH3:28])[C:22](O)=[O:23])[C:13]=2[CH2:12][NH:11][C:10]1=[O:31].[CH2:32]([NH2:39])[C:33]1[CH:38]=[CH:37][CH:36]=[CH:35][CH:34]=1.Cl.CN(C)CCCN=C=NCC.O.ON1C2C=CC=CC=2N=N1. Product: [NH4+:9].[OH-:23].[F:8][C:4]1[CH:5]=[CH:6][CH:7]=[C:2]([F:1])[C:3]=1[N:9]1[C:14]2[N:15]=[C:16]([S:29][CH3:30])[N:17]=[C:18]([C:19]3[CH:20]=[C:21]([CH:25]=[CH:26][C:27]=3[CH3:28])[C:22]([NH:39][CH2:32][C:33]3[CH:38]=[CH:37][CH:36]=[CH:35][CH:34]=3)=[O:23])[C:13]=2[CH2:12][NH:11][C:10]1=[O:31]. The catalyst class is: 2. (5) Reactant: [F:1][C:2]1[C:7]([CH:8]=[O:9])=[CH:6][C:5]([OH:10])=[C:4]([O:11][CH3:12])[CH:3]=1.C(=O)([O-])[O-].[K+].[K+].CN(C)C=O.[CH:24]1(Br)[CH2:28][CH2:27][CH2:26][CH2:25]1. Product: [CH:24]1([O:10][C:5]2[CH:6]=[C:7]([C:2]([F:1])=[CH:3][C:4]=2[O:11][CH3:12])[CH:8]=[O:9])[CH2:28][CH2:27][CH2:26][CH2:25]1. The catalyst class is: 6.